From a dataset of Forward reaction prediction with 1.9M reactions from USPTO patents (1976-2016). Predict the product of the given reaction. (1) Given the reactants [CH2:1]([C:5]12[CH2:17][CH2:16][C:15](=[O:18])[CH:14]=[C:13]1[C:12]1[C:7](=[C:8]([Cl:21])[C:9]([O:19][CH3:20])=[CH:10][CH:11]=1)[CH2:6]2)[CH2:2][CH2:3][CH3:4].C(=O)(O)[O-].[Na+].[Br:27]Br, predict the reaction product. The product is: [Br:27][C:14]1[C:15](=[O:18])[CH2:16][CH2:17][C:5]2([CH2:1][CH2:2][CH2:3][CH3:4])[C:13]=1[C:12]1[C:7](=[C:8]([Cl:21])[C:9]([O:19][CH3:20])=[CH:10][CH:11]=1)[CH2:6]2. (2) Given the reactants Br[C:2]1[N:11]=[C:10]([C:12]([NH:14][CH2:15][C:16]2[CH:21]=[CH:20][C:19]([F:22])=[CH:18][CH:17]=2)=[O:13])[C:9]([OH:23])=[C:8]2[C:3]=1[CH:4]=[CH:5][CH:6]=[N:7]2.[CH3:24][N:25]1[CH2:30][CH2:29][CH2:28][NH:27][S:26]1(=[O:32])=[O:31], predict the reaction product. The product is: [F:22][C:19]1[CH:20]=[CH:21][C:16]([CH2:15][NH:14][C:12]([C:10]2[C:9]([OH:23])=[C:8]3[C:3]([CH:4]=[CH:5][CH:6]=[N:7]3)=[C:2]([N:27]3[CH2:28][CH2:29][CH2:30][N:25]([CH3:24])[S:26]3(=[O:32])=[O:31])[N:11]=2)=[O:13])=[CH:17][CH:18]=1. (3) Given the reactants Br[C:2]1[C:3]2[N:4]([N:8]=[C:9]([NH:11][C:12]3[CH:17]=[CH:16][C:15]([O:18][CH3:19])=[CH:14][CH:13]=3)[N:10]=2)[CH:5]=[CH:6][CH:7]=1.[CH3:20][S:21]([C:24]1[CH:29]=[CH:28][C:27]([NH2:30])=[CH:26][CH:25]=1)(=[O:23])=[O:22], predict the reaction product. The product is: [CH3:20][S:21]([C:24]1[CH:29]=[CH:28][C:27]([NH:30][C:2]2[C:3]3[N:4]([N:8]=[C:9]([NH:11][C:12]4[CH:17]=[CH:16][C:15]([O:18][CH3:19])=[CH:14][CH:13]=4)[N:10]=3)[CH:5]=[CH:6][CH:7]=2)=[CH:26][CH:25]=1)(=[O:22])=[O:23]. (4) The product is: [Br:18][C:4]1[CH:3]=[C:2]([NH:1][CH2:22][CH2:21][C:20]([F:25])([F:24])[F:19])[C:10]2[N:9]=[CH:8][N:7]([C:11]([O:13][C:14]([CH3:15])([CH3:17])[CH3:16])=[O:12])[C:6]=2[CH:5]=1. Given the reactants [NH2:1][C:2]1[C:10]2[N:9]=[CH:8][N:7]([C:11]([O:13][C:14]([CH3:17])([CH3:16])[CH3:15])=[O:12])[C:6]=2[CH:5]=[C:4]([Br:18])[CH:3]=1.[F:19][C:20]([F:25])([F:24])[CH2:21][CH:22]=O.C(O[BH-](OC(=O)C)OC(=O)C)(=O)C.[Na+].C(O)(=O)C, predict the reaction product. (5) Given the reactants [OH:1][CH2:2][C:3]1[CH:30]=[CH:29][C:6]([O:7][CH2:8][CH2:9][N:10]2[CH2:28][CH2:27][C:13]3([O:18][CH2:17][CH2:16][N:15]([C:19]([C:21]4[N:22]=[C:23]([CH3:26])[S:24][CH:25]=4)=[O:20])[CH2:14]3)[CH2:12][CH2:11]2)=[CH:5][CH:4]=1, predict the reaction product. The product is: [CH3:26][C:23]1[S:24][CH:25]=[C:21]([C:19]([N:15]2[CH2:14][C:13]3([CH2:27][CH2:28][N:10]([CH2:9][CH2:8][O:7][C:6]4[CH:5]=[CH:4][C:3]([CH:2]=[O:1])=[CH:30][CH:29]=4)[CH2:11][CH2:12]3)[O:18][CH2:17][CH2:16]2)=[O:20])[N:22]=1. (6) Given the reactants [NH2:1][CH2:2][C:3]1[C:4]([F:22])=[C:5]([O:10][C:11]2[CH:12]=[C:13]([CH:16]=[C:17]([CH:19]([CH3:21])[CH3:20])[CH:18]=2)[C:14]#[N:15])[C:6]([Cl:9])=[CH:7][CH:8]=1.[Cl:23][C:24]1[N:25]=[CH:26][NH:27][C:28]=1[C:29](O)=[O:30].CCN(C(C)C)C(C)C.CN(C(ON1N=NC2C=CC=NC1=2)=[N+](C)C)C.F[P-](F)(F)(F)(F)F, predict the reaction product. The product is: [Cl:23][C:24]1[N:25]=[CH:26][NH:27][C:28]=1[C:29]([NH:1][CH2:2][C:3]1[CH:8]=[CH:7][C:6]([Cl:9])=[C:5]([O:10][C:11]2[CH:18]=[C:17]([CH:19]([CH3:20])[CH3:21])[CH:16]=[C:13]([C:14]#[N:15])[CH:12]=2)[C:4]=1[F:22])=[O:30].